The task is: Regression. Given a peptide amino acid sequence and an MHC pseudo amino acid sequence, predict their binding affinity value. This is MHC class I binding data.. This data is from Peptide-MHC class I binding affinity with 185,985 pairs from IEDB/IMGT. (1) The peptide sequence is VSVDAMIHK. The MHC is HLA-A03:01 with pseudo-sequence HLA-A03:01. The binding affinity (normalized) is 0.306. (2) The peptide sequence is MAFIAFLRFL. The MHC is HLA-B51:01 with pseudo-sequence HLA-B51:01. The binding affinity (normalized) is 0.105. (3) The peptide sequence is WPTVRERM. The MHC is HLA-B15:01 with pseudo-sequence HLA-B15:01. The binding affinity (normalized) is 0. (4) The peptide sequence is LRKERLAKL. The MHC is HLA-A24:03 with pseudo-sequence HLA-A24:03. The binding affinity (normalized) is 0.0847. (5) The MHC is HLA-C07:01 with pseudo-sequence HLA-C07:01. The peptide sequence is RRYASQTEL. The binding affinity (normalized) is 0.714.